Predict the reactants needed to synthesize the given product. From a dataset of Full USPTO retrosynthesis dataset with 1.9M reactions from patents (1976-2016). (1) Given the product [Si:1]([O:8][C@H:9]1[CH2:10][CH2:11][C@H:12]([N:15]2[C:19]3[N:20]=[CH:21][N:22]=[CH:23][C:18]=3[CH:17]=[CH:16]2)[CH2:13][CH2:14]1)([C:4]([CH3:7])([CH3:5])[CH3:6])([CH3:2])[CH3:3], predict the reactants needed to synthesize it. The reactants are: [Si:1]([O:8][C@H:9]1[CH2:14][CH2:13][C@H:12]([N:15]2[C:19]3[N:20]=[CH:21][N:22]=[C:23](Cl)[C:18]=3[CH:17]=[CH:16]2)[CH2:11][CH2:10]1)([C:4]([CH3:7])([CH3:6])[CH3:5])([CH3:3])[CH3:2].N. (2) Given the product [C:1]([O:5][C:6](=[O:16])[NH:7][CH2:8][C:9]1[CH:14]=[CH:13][CH:12]=[C:11]([NH:15][C:19](=[O:20])[CH2:18][Cl:17])[CH:10]=1)([CH3:4])([CH3:2])[CH3:3], predict the reactants needed to synthesize it. The reactants are: [C:1]([O:5][C:6](=[O:16])[NH:7][CH2:8][C:9]1[CH:14]=[CH:13][CH:12]=[C:11]([NH2:15])[CH:10]=1)([CH3:4])([CH3:3])[CH3:2].[Cl:17][CH2:18][C:19](Cl)=[O:20]. (3) Given the product [O:1]1[C:5]2[CH:6]=[CH:7][CH:8]=[CH:9][C:4]=2[N:3]=[C:2]1[C:10]([CH:11]([NH:14][C:15](=[O:33])[CH:16]([CH2:26][CH:27]1[CH2:28][CH2:29][CH2:30][CH2:31][CH2:32]1)[CH2:17][C:18]([N:20]1[CH2:25][CH2:24][O:23][CH2:22][CH2:21]1)=[O:19])[CH2:12][CH3:13])=[O:34], predict the reactants needed to synthesize it. The reactants are: [O:1]1[C:5]2[CH:6]=[CH:7][CH:8]=[CH:9][C:4]=2[N:3]=[C:2]1[CH:10]([OH:34])[CH:11]([NH:14][C:15](=[O:33])[CH:16]([CH2:26][CH:27]1[CH2:32][CH2:31][CH2:30][CH2:29][CH2:28]1)[CH2:17][C:18]([N:20]1[CH2:25][CH2:24][O:23][CH2:22][CH2:21]1)=[O:19])[CH2:12][CH3:13].CC(OI1(OC(C)=O)(OC(C)=O)OC(=O)C2C=CC=CC1=2)=O.[O-]S([O-])(=S)=O.[Na+].[Na+].C([O-])(O)=O.[Na+]. (4) Given the product [OH:10][C@H:11]1[CH2:14][C@H:13]([CH2:15][NH:16][C:17](=[O:18])[O:19][C:20]([CH3:22])([CH3:21])[CH3:23])[CH2:12]1, predict the reactants needed to synthesize it. The reactants are: [N+](C1C=CC(C([O:10][C@H:11]2[CH2:14][C@H:13]([CH2:15][NH:16][C:17]([O:19][C:20]([CH3:23])([CH3:22])[CH3:21])=[O:18])[CH2:12]2)=O)=CC=1)([O-])=O.[OH-].[Na+]. (5) Given the product [CH3:4][O:5][C:6]1[CH:7]=[C:8]([NH:18][C:19]2[S:20][C:21]3[CH2:22][N:23]([S:35]([CH2:34][C:28]4[CH:33]=[CH:32][CH:31]=[CH:30][CH:29]=4)(=[O:37])=[O:36])[CH2:24][CH2:25][C:26]=3[N:27]=2)[CH:9]=[CH:10][C:11]=1[N:12]1[CH:16]=[C:15]([CH3:17])[N:14]=[CH:13]1, predict the reactants needed to synthesize it. The reactants are: Cl.Cl.Cl.[CH3:4][O:5][C:6]1[CH:7]=[C:8]([NH:18][C:19]2[S:20][C:21]3[CH2:22][NH:23][CH2:24][CH2:25][C:26]=3[N:27]=2)[CH:9]=[CH:10][C:11]=1[N:12]1[CH:16]=[C:15]([CH3:17])[N:14]=[CH:13]1.[C:28]1([CH2:34][S:35](Cl)(=[O:37])=[O:36])[CH:33]=[CH:32][CH:31]=[CH:30][CH:29]=1. (6) Given the product [CH3:21][N:22]([CH3:23])[CH2:24][CH2:25][O:17][C:16](=[O:18])[C:15]1[CH:14]=[CH:13][C:12]([O:11][C:9]2[CH:8]=[CH:7][C:6]3[B:2]([OH:1])[O:3][CH2:4][C:5]=3[CH:10]=2)=[CH:20][CH:19]=1, predict the reactants needed to synthesize it. The reactants are: [OH:1][B:2]1[C:6]2[CH:7]=[CH:8][C:9]([O:11][C:12]3[CH:20]=[CH:19][C:15]([C:16]([OH:18])=[O:17])=[CH:14][CH:13]=3)=[CH:10][C:5]=2[CH2:4][O:3]1.[CH3:21][N:22]([CH2:24][CH2:25]O)[CH3:23].CCN=C=NCCCN(C)C. (7) Given the product [F:26][C:27]1[CH:28]=[C:29]([N:33]([CH3:34])[C:8]([C:5]2[C:4]([NH:11][S:12]([C:15]3[CH:20]=[CH:19][C:18]([Cl:21])=[C:17]([C:22]([F:24])([F:25])[F:23])[CH:16]=3)(=[O:14])=[O:13])=[CH:3][C:2]([Cl:1])=[CH:7][N:6]=2)=[O:9])[CH:30]=[CH:31][CH:32]=1, predict the reactants needed to synthesize it. The reactants are: [Cl:1][C:2]1[CH:3]=[C:4]([NH:11][S:12]([C:15]2[CH:20]=[CH:19][C:18]([Cl:21])=[C:17]([C:22]([F:25])([F:24])[F:23])[CH:16]=2)(=[O:14])=[O:13])[C:5]([C:8](O)=[O:9])=[N:6][CH:7]=1.[F:26][C:27]1[CH:28]=[C:29]([NH:33][CH3:34])[CH:30]=[CH:31][CH:32]=1.F[P-](F)(F)(F)(F)F.N1(O[P+](N(C)C)(N(C)C)N(C)C)C2C=CC=CC=2N=N1.CCN(C(C)C)C(C)C. (8) Given the product [CH3:23][O:22][C:20]([CH:19]1[CH2:18][CH2:17][N:16]([C:24]([O:26][CH:27]([CH3:29])[CH3:28])=[O:25])[C:5]2[CH:6]=[C:7]([C:12]([F:14])([F:13])[F:15])[C:8]([CH2:10][CH3:11])=[CH:9][C:4]=2[C:3]1=[O:2])=[O:21], predict the reactants needed to synthesize it. The reactants are: C[O:2][C:3](=O)[C:4]1[CH:9]=[C:8]([CH2:10][CH3:11])[C:7]([C:12]([F:15])([F:14])[F:13])=[CH:6][C:5]=1[N:16]([C:24]([O:26][CH:27]([CH3:29])[CH3:28])=[O:25])[CH2:17][CH2:18][CH2:19][C:20]([O:22][CH3:23])=[O:21].CC(C)([O-])C.[K+]. (9) Given the product [Br:15][C:16]1[CH:23]=[CH:22][C:19]([CH2:20][N:31]2[C:30]3[CH:34]=[CH:35][CH:36]=[CH:37][C:29]=3[N:28]3[CH2:38][CH2:39][N:25]([CH3:24])[CH2:26][CH:27]3[CH2:33][CH2:32]2)=[CH:18][CH:17]=1, predict the reactants needed to synthesize it. The reactants are: C(O[BH-](OC(=O)C)OC(=O)C)(=O)C.[Na+].[Br:15][C:16]1[CH:23]=[CH:22][C:19]([CH:20]=O)=[CH:18][CH:17]=1.[CH3:24][N:25]1[CH2:39][CH2:38][N:28]2[C:29]3[CH:37]=[CH:36][CH:35]=[CH:34][C:30]=3[NH:31][CH2:32][CH2:33][CH:27]2[CH2:26]1.C(O)(=O)C. (10) Given the product [C:1]([O:4][C@@H:5]1[C@@H:10]([O:11][C:12](=[O:14])[CH3:13])[C@H:9]([C:15]2[CH:20]=[CH:19][C:18]([Cl:21])=[C:17]([CH2:22][C:23]3[CH:28]=[CH:27][C:26]([O:29][CH2:30][CH3:31])=[CH:25][CH:24]=3)[CH:16]=2)[O:8]/[C:7](=[N:38]\[OH:39])/[C@H:6]1[O:33][C:34](=[O:36])[CH3:35])(=[O:3])[CH3:2], predict the reactants needed to synthesize it. The reactants are: [C:1]([O:4][C@@H:5]1[C@@H:10]([O:11][C:12](=[O:14])[CH3:13])[C@H:9]([C:15]2[CH:20]=[CH:19][C:18]([Cl:21])=[C:17]([CH2:22][C:23]3[CH:28]=[CH:27][C:26]([O:29][CH2:30][CH3:31])=[CH:25][CH:24]=3)[CH:16]=2)[O:8][CH:7](O)[C@H:6]1[O:33][C:34](=[O:36])[CH3:35])(=[O:3])[CH3:2].Cl.[NH2:38][OH:39].C1CCN2C(=NCCC2)CC1.ClN1C(=O)CCC1=O.